This data is from Full USPTO retrosynthesis dataset with 1.9M reactions from patents (1976-2016). The task is: Predict the reactants needed to synthesize the given product. (1) Given the product [N:14]1[C:13]2[NH:9][CH:10]=[CH:11][C:12]=2[C:17]([C:18]2[CH:19]=[N:20][N:21]([C@@H:23]([C:27]3[CH:32]=[CH:31][CH:30]=[C:29]([OH:33])[CH:28]=3)[CH2:24][C:25]#[N:26])[CH:22]=2)=[CH:16][N:15]=1, predict the reactants needed to synthesize it. The reactants are: C(OC[N:9]1[C:13]2[N:14]=[N:15][CH:16]=[C:17]([C:18]3[CH:19]=[N:20][N:21]([C@@H:23]([C:27]4[CH:32]=[CH:31][CH:30]=[C:29]([OH:33])[CH:28]=4)[CH2:24][C:25]#[N:26])[CH:22]=3)[C:12]=2[CH:11]=[CH:10]1)(=O)C(C)(C)C.[OH-].[Na+]. (2) The reactants are: [NH2:1][C:2]1[CH:7]=[CH:6][C:5]([C:8]2[C:9]([NH2:17])=[N:10][C:11]([NH2:16])=[N:12][C:13]=2[CH2:14][CH3:15])=[CH:4][CH:3]=1.C(N(C(C)C)CC)(C)C.ClC(Cl)(O[C:31](=[O:37])OC(Cl)(Cl)Cl)Cl.[CH2:39]([NH2:47])[CH2:40][C:41]1[CH:46]=[CH:45][CH:44]=[CH:43][CH:42]=1. Given the product [NH2:16][C:11]1[N:10]=[C:9]([NH2:17])[C:8]([C:5]2[CH:4]=[CH:3][C:2]([NH:1][C:31]([NH:47][CH2:39][CH2:40][C:41]3[CH:46]=[CH:45][CH:44]=[CH:43][CH:42]=3)=[O:37])=[CH:7][CH:6]=2)=[C:13]([CH2:14][CH3:15])[N:12]=1, predict the reactants needed to synthesize it. (3) Given the product [CH3:12][O:13][CH2:2][C:3]1[CH:8]=[CH:7][CH:6]=[CH:5][C:4]=1[N+:9]([O-:11])=[O:10], predict the reactants needed to synthesize it. The reactants are: Br[CH2:2][C:3]1[CH:8]=[CH:7][CH:6]=[CH:5][C:4]=1[N+:9]([O-:11])=[O:10].[CH3:12][O-:13].[Na+]. (4) Given the product [Cl:1][C:2]1[CH:3]=[C:4]([I:24])[CH:6]=[CH:7][C:8]=1[C:9]([F:12])([F:11])[F:10], predict the reactants needed to synthesize it. The reactants are: [Cl:1][C:2]1[CH:3]=[C:4]([CH:6]=[CH:7][C:8]=1[C:9]([F:12])([F:11])[F:10])N.C1(C)C=CC(S(O)(=O)=O)=CC=1.[I-:24].[K+].N([O-])=O.[Na+].C([O-])(O)=O.[Na+].S([O-])([O-])(=O)=S.[Na+].[Na+]. (5) The reactants are: [F:1][C:2]1[CH:9]=[C:8]([OH:10])[CH:7]=[CH:6][C:3]=1[CH:4]=[O:5].[CH2:11](Br)[C:12]1[CH:17]=[CH:16][CH:15]=[CH:14][CH:13]=1.C(=O)([O-])[O-].[K+].[K+]. Given the product [CH2:11]([O:10][C:8]1[CH:7]=[CH:6][C:3]([CH:4]=[O:5])=[C:2]([F:1])[CH:9]=1)[C:12]1[CH:17]=[CH:16][CH:15]=[CH:14][CH:13]=1, predict the reactants needed to synthesize it. (6) Given the product [CH2:20]1[N:25]([CH2:14][C:11]2[C:10]([C:16]([F:19])([F:18])[F:17])=[CH:9][C:3]([C:4]([O:6][CH2:7][CH3:8])=[O:5])=[C:2]([NH2:1])[C:12]=2[Cl:13])[CH2:24][CH2:23][N:22]2[CH2:26][CH2:27][CH2:28][C@H:21]12, predict the reactants needed to synthesize it. The reactants are: [NH2:1][C:2]1[C:12]([Cl:13])=[C:11]([CH:14]=O)[C:10]([C:16]([F:19])([F:18])[F:17])=[CH:9][C:3]=1[C:4]([O:6][CH2:7][CH3:8])=[O:5].[CH2:20]1[NH:25][CH2:24][CH2:23][N:22]2[CH2:26][CH2:27][CH2:28][C@H:21]12.